From a dataset of Full USPTO retrosynthesis dataset with 1.9M reactions from patents (1976-2016). Predict the reactants needed to synthesize the given product. Given the product [Br:28][C:25]1[C:26](=[O:27])[C:13]2[CH:12]=[CH:11][C:10]([O:9][CH2:8][CH2:7][CH2:6][C:5]([OH:35])=[O:4])=[CH:34][C:14]=2[C:15]2[C:24]=1[O:23][C:22]1[C:17](=[CH:18][CH:19]=[C:20]([N:29]([CH2:32][CH3:33])[CH2:30][CH3:31])[CH:21]=1)[N:16]=2, predict the reactants needed to synthesize it. The reactants are: C([O:4][C:5](=[O:35])[CH2:6][CH2:7][CH2:8][O:9][C:10]1[CH:11]=[CH:12][C:13]2[C:26](=[O:27])[C:25]([Br:28])=[C:24]3[C:15](=[N:16][C:17]4[C:22]([O:23]3)=[CH:21][C:20]([N:29]([CH2:32][CH3:33])[CH2:30][CH3:31])=[CH:19][CH:18]=4)[C:14]=2[CH:34]=1)C=C.C(NCC)C.